Dataset: NCI-60 drug combinations with 297,098 pairs across 59 cell lines. Task: Regression. Given two drug SMILES strings and cell line genomic features, predict the synergy score measuring deviation from expected non-interaction effect. (1) Drug 1: C1=C(C(=O)NC(=O)N1)N(CCCl)CCCl. Drug 2: CC1=CC=C(C=C1)C2=CC(=NN2C3=CC=C(C=C3)S(=O)(=O)N)C(F)(F)F. Cell line: UO-31. Synergy scores: CSS=17.4, Synergy_ZIP=-7.19, Synergy_Bliss=-5.43, Synergy_Loewe=-3.21, Synergy_HSA=-2.73. (2) Drug 1: CC1C(C(CC(O1)OC2CC(OC(C2O)C)OC3=CC4=CC5=C(C(=O)C(C(C5)C(C(=O)C(C(C)O)O)OC)OC6CC(C(C(O6)C)O)OC7CC(C(C(O7)C)O)OC8CC(C(C(O8)C)O)(C)O)C(=C4C(=C3C)O)O)O)O. Drug 2: CN(CCCl)CCCl.Cl. Cell line: OVCAR-4. Synergy scores: CSS=41.0, Synergy_ZIP=6.58, Synergy_Bliss=7.55, Synergy_Loewe=-27.7, Synergy_HSA=-4.80. (3) Drug 1: CC1OCC2C(O1)C(C(C(O2)OC3C4COC(=O)C4C(C5=CC6=C(C=C35)OCO6)C7=CC(=C(C(=C7)OC)O)OC)O)O. Drug 2: N.N.Cl[Pt+2]Cl. Cell line: HOP-92. Synergy scores: CSS=31.8, Synergy_ZIP=-3.41, Synergy_Bliss=1.11, Synergy_Loewe=-12.0, Synergy_HSA=1.84. (4) Drug 1: C1=CC(=CC=C1CCC2=CNC3=C2C(=O)NC(=N3)N)C(=O)NC(CCC(=O)O)C(=O)O. Drug 2: C1C(C(OC1N2C=NC3=C2NC=NCC3O)CO)O. Cell line: IGROV1. Synergy scores: CSS=22.5, Synergy_ZIP=2.34, Synergy_Bliss=3.94, Synergy_Loewe=-40.4, Synergy_HSA=2.96. (5) Drug 1: CN(C)N=NC1=C(NC=N1)C(=O)N. Drug 2: C1CC(=O)NC(=O)C1N2C(=O)C3=CC=CC=C3C2=O. Cell line: UACC-257. Synergy scores: CSS=-0.427, Synergy_ZIP=3.21, Synergy_Bliss=2.31, Synergy_Loewe=-2.73, Synergy_HSA=-3.48. (6) Drug 1: C(=O)(N)NO. Synergy scores: CSS=11.5, Synergy_ZIP=-6.76, Synergy_Bliss=0.00978, Synergy_Loewe=-22.7, Synergy_HSA=-1.67. Drug 2: C1=NC2=C(N1)C(=S)N=CN2. Cell line: UACC-257. (7) Drug 1: CCC1(CC2CC(C3=C(CCN(C2)C1)C4=CC=CC=C4N3)(C5=C(C=C6C(=C5)C78CCN9C7C(C=CC9)(C(C(C8N6C)(C(=O)OC)O)OC(=O)C)CC)OC)C(=O)OC)O.OS(=O)(=O)O. Drug 2: CN(CCCl)CCCl.Cl. Cell line: SW-620. Synergy scores: CSS=32.4, Synergy_ZIP=-5.41, Synergy_Bliss=-1.04, Synergy_Loewe=-3.06, Synergy_HSA=-3.09. (8) Cell line: PC-3. Synergy scores: CSS=15.3, Synergy_ZIP=-5.16, Synergy_Bliss=-2.85, Synergy_Loewe=-23.9, Synergy_HSA=-3.86. Drug 2: CCC1(CC2CC(C3=C(CCN(C2)C1)C4=CC=CC=C4N3)(C5=C(C=C6C(=C5)C78CCN9C7C(C=CC9)(C(C(C8N6C)(C(=O)OC)O)OC(=O)C)CC)OC)C(=O)OC)O.OS(=O)(=O)O. Drug 1: CN(C)N=NC1=C(NC=N1)C(=O)N.